Dataset: Forward reaction prediction with 1.9M reactions from USPTO patents (1976-2016). Task: Predict the product of the given reaction. (1) The product is: [NH2:13][C:12]1[CH:14]=[CH:15][C:9]([CH:5]2[CH2:6][CH2:7][CH2:8][N:3]([C:21]([O:20][C:17]([CH3:19])([CH3:18])[CH3:16])=[O:22])[CH2:4]2)=[CH:10][CH:11]=1. Given the reactants [H][H].[NH:3]1[CH2:8][CH2:7][CH2:6][CH:5]([C:9]2[CH:15]=[CH:14][C:12]([NH2:13])=[CH:11][CH:10]=2)[CH2:4]1.[CH3:16][C:17]([O:20][C:21](O[C:21]([O:20][C:17]([CH3:19])([CH3:18])[CH3:16])=[O:22])=[O:22])([CH3:19])[CH3:18], predict the reaction product. (2) Given the reactants FC(F)(F)C1C=C(NC(=O)NC2C=CC(C3SC(CCC(OC)=O)=NC=3)=CC=2)C=CC=1.[F:32][C:33]([F:56])([F:55])[S:34]([N:37]1[CH2:42][CH2:41][CH:40]([C:43]2[S:44][C:45]([C:48]3[CH:54]=[CH:53][C:51]([NH2:52])=[CH:50][CH:49]=3)=[CH:46][N:47]=2)[CH2:39][CH2:38]1)(=[O:36])=[O:35].[Cl:57][C:58]1[CH:63]=[CH:62][CH:61]=[CH:60][C:59]=1[N:64]=[C:65]=[O:66], predict the reaction product. The product is: [Cl:57][C:58]1[CH:63]=[CH:62][CH:61]=[CH:60][C:59]=1[NH:64][C:65]([NH:52][C:51]1[CH:53]=[CH:54][C:48]([C:45]2[S:44][C:43]([CH:40]3[CH2:41][CH2:42][N:37]([S:34]([C:33]([F:32])([F:55])[F:56])(=[O:35])=[O:36])[CH2:38][CH2:39]3)=[N:47][CH:46]=2)=[CH:49][CH:50]=1)=[O:66]. (3) Given the reactants Br[C:2]1[CH:7]=[CH:6][C:5]([F:8])=[CH:4][N:3]=1.[F:9][C:10]1[CH:15]=[CH:14][C:13]([N+:16]([O-:18])=[O:17])=[CH:12][C:11]=1B1OC(C)(C)C(C)(C)O1.P([O-])([O-])([O-])=O.[K+].[K+].[K+].O, predict the reaction product. The product is: [F:8][C:5]1[CH:6]=[CH:7][C:2]([C:11]2[CH:12]=[C:13]([N+:16]([O-:18])=[O:17])[CH:14]=[CH:15][C:10]=2[F:9])=[N:3][CH:4]=1. (4) Given the reactants [F:1][C:2]([F:9])([F:8])[CH2:3][O:4][CH2:5][CH2:6][OH:7].CC(C)([O-])C.[K+].F[C:17]1[C:25]([CH3:26])=[CH:24][C:20]([C:21]([O-:23])=[O:22])=[CH:19][N:18]=1.[OH-].[Na+], predict the reaction product. The product is: [CH3:26][C:25]1[C:17]([O:7][CH2:6][CH2:5][O:4][CH2:3][C:2]([F:9])([F:8])[F:1])=[N:18][CH:19]=[C:20]([CH:24]=1)[C:21]([OH:23])=[O:22]. (5) Given the reactants [Cl:1][C:2]1[C:3]([CH2:15][CH2:16][C:17]2[CH:22]=[CH:21][CH:20]=[CH:19][C:18]=2[CH:23]([CH3:27])[C:24]([NH2:26])=[O:25])=[N:4][C:5](NC2C=NN(C)C=2)=[N:6][CH:7]=1.[NH2:28][C:29]1[CH:30]=[CH:31][C:32]([CH3:35])=[N:33][CH:34]=1.CC1(C)C2C(=C(P(C3C=CC=CC=3)C3C=CC=CC=3)C=CC=2)OC2C(P(C3C=CC=CC=3)C3C=CC=CC=3)=CC=CC1=2.C([O-])([O-])=O.[Cs+].[Cs+], predict the reaction product. The product is: [Cl:1][C:2]1[C:3]([CH2:15][CH2:16][C:17]2[CH:22]=[CH:21][CH:20]=[CH:19][C:18]=2[CH:23]([CH3:27])[C:24]([NH2:26])=[O:25])=[N:4][C:5]([NH:28][C:29]2[CH:34]=[N:33][C:32]([CH3:35])=[CH:31][CH:30]=2)=[N:6][CH:7]=1. (6) The product is: [C:16]([C:15]1[CH:14]=[C:13]([O:8][CH:6]2[CH2:7][N:2]([CH3:1])[CH2:3][C:4]3[O:11][CH:10]=[CH:9][C:5]2=3)[CH:20]=[CH:19][CH:18]=1)#[N:17]. Given the reactants [CH3:1][N:2]1[CH2:7][CH:6]([OH:8])[C:5]2[CH:9]=[CH:10][O:11][C:4]=2[CH2:3]1.F[C:13]1[CH:14]=[C:15]([CH:18]=[CH:19][CH:20]=1)[C:16]#[N:17], predict the reaction product.